This data is from Forward reaction prediction with 1.9M reactions from USPTO patents (1976-2016). The task is: Predict the product of the given reaction. Given the reactants [CH3:1][N:2]1[C:10]2[C:5](=[CH:6][C:7]([N+:11]([O-])=O)=[CH:8][CH:9]=2)[C:4]([CH3:15])([CH3:14])[CH2:3]1.O.O.[Sn](Cl)(Cl)(Cl)Cl.Cl, predict the reaction product. The product is: [CH3:1][N:2]1[C:10]2[C:5](=[CH:6][C:7]([NH2:11])=[CH:8][CH:9]=2)[C:4]([CH3:15])([CH3:14])[CH2:3]1.